This data is from Catalyst prediction with 721,799 reactions and 888 catalyst types from USPTO. The task is: Predict which catalyst facilitates the given reaction. Reactant: [F:1][C:2]([F:9])([F:8])[C:3]([O:5]CC)=O.[CH3:10][NH:11][CH2:12][CH2:13][CH2:14][NH2:15]. Product: [F:9][C:2]([F:1])([F:8])[C:3]([NH:15][CH2:14][CH2:13][CH2:12][NH:11][CH3:10])=[O:5]. The catalyst class is: 1.